This data is from Forward reaction prediction with 1.9M reactions from USPTO patents (1976-2016). The task is: Predict the product of the given reaction. (1) The product is: [NH:7]1[CH2:8][CH2:9][C@@H:5]([NH:1][C:2]([NH2:4])=[O:3])[CH2:6]1. Given the reactants [NH:1]([C@@H:5]1[CH2:9][CH2:8][N:7](C(OC(C)(C)C)=O)[CH2:6]1)[C:2]([NH2:4])=[O:3], predict the reaction product. (2) Given the reactants [CH3:1][C:2]1[CH:3]=[C:4]([OH:21])[CH:5]=[CH:6][C:7]=1[N:8]1[C:12]2[CH:13]=[CH:14][CH:15]=[C:16]([C:17]([F:20])([F:19])[F:18])[C:11]=2[N:10]=[CH:9]1.Br[C:23]1[CH:28]=[CH:27][CH:26]=[C:25]([S:29]([CH2:32][CH3:33])(=[O:31])=[O:30])[CH:24]=1, predict the reaction product. The product is: [CH2:32]([S:29]([C:25]1[CH:24]=[C:23]([CH:28]=[CH:27][CH:26]=1)[O:21][C:4]1[CH:5]=[CH:6][C:7]([N:8]2[C:12]3[CH:13]=[CH:14][CH:15]=[C:16]([C:17]([F:20])([F:19])[F:18])[C:11]=3[N:10]=[CH:9]2)=[C:2]([CH3:1])[CH:3]=1)(=[O:30])=[O:31])[CH3:33]. (3) Given the reactants [CH2:1]([O:3][C:4]([C@@:6]1([NH:11][C:12]([C@@H:14]2[CH2:18][C@@H:17]([O:19][C:20]3[C:29]4[C:24](=[CH:25][C:26]([O:30][CH3:31])=[CH:27][CH:28]=4)[N:23]=[C:22]([C:32]4[CH:37]=[CH:36][CH:35]=[CH:34][CH:33]=4)[CH:21]=3)[CH2:16][C@H:15]2[C:38]([N:40]([CH2:49][CH2:50][CH2:51][CH2:52][CH2:53][CH:54]=[CH2:55])[NH:41][C:42]([O:44][C:45]([CH3:48])([CH3:47])[CH3:46])=[O:43])=[O:39])=[O:13])[CH2:8][C@H:7]1C=C)=[O:5])[CH3:2], predict the reaction product. The product is: [CH2:1]([O:3][C:4]([C@@:6]12[CH2:8][C@H:7]1[CH:55]=[CH:54][CH2:53][CH2:52][CH2:51][CH2:50][CH2:49][N:40]([NH:41][C:42]([O:44][C:45]([CH3:48])([CH3:46])[CH3:47])=[O:43])[C:38](=[O:39])[C@H:15]1[C@@H:14]([CH2:18][C@@H:17]([O:19][C:20]3[C:29]4[C:24](=[CH:25][C:26]([O:30][CH3:31])=[CH:27][CH:28]=4)[N:23]=[C:22]([C:32]4[CH:33]=[CH:34][CH:35]=[CH:36][CH:37]=4)[CH:21]=3)[CH2:16]1)[C:12](=[O:13])[NH:11]2)=[O:5])[CH3:2]. (4) Given the reactants [Cl:1][C:2]1[CH:7]=[CH:6][C:5]([S:8][C:9]2[C:17]3[C:12](=[CH:13][CH:14]=[CH:15][C:16]=3[NH:18][C:19](=[O:21])[CH3:20])[NH:11][C:10]=2[CH3:22])=[CH:4][CH:3]=1.C(=O)([O-])[O-].[K+].[K+].CC(C)=O.Br[CH2:34][C:35]([O:37][CH2:38][CH3:39])=[O:36], predict the reaction product. The product is: [CH2:38]([O:37][C:35](=[O:36])[CH2:34][N:11]1[C:12]2[C:17](=[C:16]([NH:18][C:19](=[O:21])[CH3:20])[CH:15]=[CH:14][CH:13]=2)[C:9]([S:8][C:5]2[CH:4]=[CH:3][C:2]([Cl:1])=[CH:7][CH:6]=2)=[C:10]1[CH3:22])[CH3:39]. (5) Given the reactants [F:1][CH:2]([F:24])[C:3]1[N:8]2[N:9]=[CH:10][C:11]([C:12]#[CH:13])=[C:7]2[N:6]=[C:5]([C:14]2[CH:19]=[CH:18][C:17]([C:20]([F:23])([F:22])[F:21])=[CH:16][CH:15]=2)[CH:4]=1.[OH:25][CH2:26][CH2:27][N:28]([CH2:38][CH2:39][OH:40])[S:29]([C:32]1[S:33][C:34](Br)=[CH:35][CH:36]=1)(=[O:31])=[O:30], predict the reaction product. The product is: [OH:25][CH2:26][CH2:27][N:28]([CH2:38][CH2:39][OH:40])[S:29]([C:32]1[S:33][C:34]([C:13]#[C:12][C:11]2[CH:10]=[N:9][N:8]3[C:3]([CH:2]([F:1])[F:24])=[CH:4][C:5]([C:14]4[CH:19]=[CH:18][C:17]([C:20]([F:23])([F:22])[F:21])=[CH:16][CH:15]=4)=[N:6][C:7]=23)=[CH:35][CH:36]=1)(=[O:31])=[O:30]. (6) The product is: [CH2:1]([O:8][C:9]([N:11]1[CH2:15][CH2:14][CH2:13][C@H:12]1[C:16]1[N:20]=[C:21]2[C:26]([Br:27])=[C:25]([CH3:28])[CH:24]=[CH:23][N:22]2[CH:17]=1)=[O:10])[C:2]1[CH:3]=[CH:4][CH:5]=[CH:6][CH:7]=1. Given the reactants [CH2:1]([O:8][C:9]([N:11]1[CH2:15][CH2:14][CH2:13][C@H:12]1[C:16](=O)[CH2:17]Br)=[O:10])[C:2]1[CH:7]=[CH:6][CH:5]=[CH:4][CH:3]=1.[NH2:20][C:21]1[C:26]([Br:27])=[C:25]([CH3:28])[CH:24]=[CH:23][N:22]=1, predict the reaction product.